Dataset: CYP2C9 inhibition data for predicting drug metabolism from PubChem BioAssay. Task: Regression/Classification. Given a drug SMILES string, predict its absorption, distribution, metabolism, or excretion properties. Task type varies by dataset: regression for continuous measurements (e.g., permeability, clearance, half-life) or binary classification for categorical outcomes (e.g., BBB penetration, CYP inhibition). Dataset: cyp2c9_veith. (1) The result is 0 (non-inhibitor). The drug is CSc1nc(C)cc(Nc2ccc(O)c(CN3CCCCC3)c2)n1. (2) The drug is Cc1ccc(OCC(=O)NNC(=O)c2cc3ccccc3o2)cc1. The result is 0 (non-inhibitor). (3) The drug is O=C1C(Cl)=C(Nc2ccc(S(=O)(=O)Nc3ccccn3)cc2)C(=O)c2ccccc21. The result is 1 (inhibitor). (4) The molecule is C=CCc1ccccc1OC[C@H](O)CN[C@]1(C)CCC[C@@H](C(C)(C)NC(=O)CBr)C1. The result is 0 (non-inhibitor). (5) The compound is CCc1c2c(nc3cccc(OC)c13)OC(CC)C2. The result is 0 (non-inhibitor). (6) The drug is O=C(Cn1ccnc1[N+](=O)[O-])NCCO. The result is 0 (non-inhibitor).